From a dataset of NCI-60 drug combinations with 297,098 pairs across 59 cell lines. Regression. Given two drug SMILES strings and cell line genomic features, predict the synergy score measuring deviation from expected non-interaction effect. (1) Drug 1: CCC1=CC2CC(C3=C(CN(C2)C1)C4=CC=CC=C4N3)(C5=C(C=C6C(=C5)C78CCN9C7C(C=CC9)(C(C(C8N6C)(C(=O)OC)O)OC(=O)C)CC)OC)C(=O)OC.C(C(C(=O)O)O)(C(=O)O)O. Drug 2: CC1=C(N=C(N=C1N)C(CC(=O)N)NCC(C(=O)N)N)C(=O)NC(C(C2=CN=CN2)OC3C(C(C(C(O3)CO)O)O)OC4C(C(C(C(O4)CO)O)OC(=O)N)O)C(=O)NC(C)C(C(C)C(=O)NC(C(C)O)C(=O)NCCC5=NC(=CS5)C6=NC(=CS6)C(=O)NCCC[S+](C)C)O. Cell line: LOX IMVI. Synergy scores: CSS=19.7, Synergy_ZIP=-7.80, Synergy_Bliss=-4.17, Synergy_Loewe=-4.98, Synergy_HSA=-2.20. (2) Drug 1: CC1=C(N=C(N=C1N)C(CC(=O)N)NCC(C(=O)N)N)C(=O)NC(C(C2=CN=CN2)OC3C(C(C(C(O3)CO)O)O)OC4C(C(C(C(O4)CO)O)OC(=O)N)O)C(=O)NC(C)C(C(C)C(=O)NC(C(C)O)C(=O)NCCC5=NC(=CS5)C6=NC(=CS6)C(=O)NCCC[S+](C)C)O. Drug 2: CC(C)(C#N)C1=CC(=CC(=C1)CN2C=NC=N2)C(C)(C)C#N. Cell line: DU-145. Synergy scores: CSS=35.6, Synergy_ZIP=-10.1, Synergy_Bliss=0.212, Synergy_Loewe=-0.356, Synergy_HSA=1.43. (3) Drug 1: CCC(=C(C1=CC=CC=C1)C2=CC=C(C=C2)OCCN(C)C)C3=CC=CC=C3.C(C(=O)O)C(CC(=O)O)(C(=O)O)O. Drug 2: CNC(=O)C1=NC=CC(=C1)OC2=CC=C(C=C2)NC(=O)NC3=CC(=C(C=C3)Cl)C(F)(F)F. Cell line: SK-MEL-2. Synergy scores: CSS=5.08, Synergy_ZIP=-1.60, Synergy_Bliss=2.14, Synergy_Loewe=-5.50, Synergy_HSA=-1.64. (4) Drug 1: CN(C)N=NC1=C(NC=N1)C(=O)N. Drug 2: CC(C)(C#N)C1=CC(=CC(=C1)CN2C=NC=N2)C(C)(C)C#N. Cell line: RXF 393. Synergy scores: CSS=0.205, Synergy_ZIP=-2.05, Synergy_Bliss=-4.21, Synergy_Loewe=-4.35, Synergy_HSA=-3.69. (5) Drug 1: CCCCCOC(=O)NC1=NC(=O)N(C=C1F)C2C(C(C(O2)C)O)O. Drug 2: C(CCl)NC(=O)N(CCCl)N=O. Cell line: OVCAR-8. Synergy scores: CSS=2.48, Synergy_ZIP=2.76, Synergy_Bliss=4.59, Synergy_Loewe=-4.55, Synergy_HSA=-2.81. (6) Drug 1: C1=CC(=CC=C1C#N)C(C2=CC=C(C=C2)C#N)N3C=NC=N3. Drug 2: CCN(CC)CCNC(=O)C1=C(NC(=C1C)C=C2C3=C(C=CC(=C3)F)NC2=O)C. Cell line: NCI-H226. Synergy scores: CSS=-6.28, Synergy_ZIP=4.27, Synergy_Bliss=4.10, Synergy_Loewe=-7.54, Synergy_HSA=-6.96. (7) Drug 1: CC1C(C(CC(O1)OC2CC(CC3=C2C(=C4C(=C3O)C(=O)C5=C(C4=O)C(=CC=C5)OC)O)(C(=O)C)O)N)O.Cl. Drug 2: CC1=C(C(=CC=C1)Cl)NC(=O)C2=CN=C(S2)NC3=CC(=NC(=N3)C)N4CCN(CC4)CCO. Cell line: HOP-62. Synergy scores: CSS=21.5, Synergy_ZIP=-5.18, Synergy_Bliss=1.26, Synergy_Loewe=0.142, Synergy_HSA=2.99. (8) Drug 1: C1=CC(=CC=C1C#N)C(C2=CC=C(C=C2)C#N)N3C=NC=N3. Drug 2: CC1=C(C=C(C=C1)C(=O)NC2=CC(=CC(=C2)C(F)(F)F)N3C=C(N=C3)C)NC4=NC=CC(=N4)C5=CN=CC=C5. Cell line: HT29. Synergy scores: CSS=0.997, Synergy_ZIP=3.46, Synergy_Bliss=7.69, Synergy_Loewe=4.07, Synergy_HSA=3.10. (9) Drug 1: CC1=C(C(CCC1)(C)C)C=CC(=CC=CC(=CC(=O)O)C)C. Drug 2: CCC(=C(C1=CC=CC=C1)C2=CC=C(C=C2)OCCN(C)C)C3=CC=CC=C3.C(C(=O)O)C(CC(=O)O)(C(=O)O)O. Cell line: MCF7. Synergy scores: CSS=15.9, Synergy_ZIP=-5.01, Synergy_Bliss=0.00266, Synergy_Loewe=1.60, Synergy_HSA=2.26.